Dataset: Peptide-MHC class II binding affinity with 134,281 pairs from IEDB. Task: Regression. Given a peptide amino acid sequence and an MHC pseudo amino acid sequence, predict their binding affinity value. This is MHC class II binding data. The peptide sequence is PIIIDQKYCPNKICT. The MHC is HLA-DQA10501-DQB10201 with pseudo-sequence HLA-DQA10501-DQB10201. The binding affinity (normalized) is 0.187.